Dataset: Catalyst prediction with 721,799 reactions and 888 catalyst types from USPTO. Task: Predict which catalyst facilitates the given reaction. (1) Reactant: Cl.C[O:3][C:4](=O)[CH:5]([NH2:16])[CH2:6][C:7]1[C:15]2[C:10](=[N:11][CH:12]=[CH:13][CH:14]=2)[NH:9][CH:8]=1.[H-].[H-].[H-].[H-].[Li+].[Al+3]. Product: [NH2:16][CH:5]([CH2:6][C:7]1[C:15]2[C:10](=[N:11][CH:12]=[CH:13][CH:14]=2)[NH:9][CH:8]=1)[CH2:4][OH:3]. The catalyst class is: 1. (2) Reactant: Br[C:2]1[C:14]([O:15][CH3:16])=[CH:13][C:12]2[C:11]3[C:6](=[CH:7][C:8](Br)=[CH:9][CH:10]=3)[C:5]([CH2:21][CH2:22][CH3:23])([CH2:18][CH2:19][CH3:20])[C:4]=2[CH:3]=1.[Cu][C:25]#[N:26].[C-:27]#[N:28].[K+]. Product: [C:27]([C:2]1[C:14]([O:15][CH3:16])=[CH:13][C:12]2[C:11]3[C:6](=[CH:7][C:8]([C:25]#[N:26])=[CH:9][CH:10]=3)[C:5]([CH2:21][CH2:22][CH3:23])([CH2:18][CH2:19][CH3:20])[C:4]=2[CH:3]=1)#[N:28]. The catalyst class is: 35. (3) Reactant: Cl.[NH2:2][CH2:3][C:4]([NH:6][C@H:7]([C:12]([O:14]C)=O)[C@H:8]([CH2:10][CH3:11])[CH3:9])=[O:5].C(N(CC)CC)C. Product: [CH:8]([CH:7]1[NH:6][C:4](=[O:5])[CH2:3][NH:2][C:12]1=[O:14])([CH2:10][CH3:11])[CH3:9]. The catalyst class is: 8. (4) Reactant: Cl[C:2]1[S:3][C:4]2[CH:10]=[CH:9][CH:8]=[C:7]([CH3:11])[C:5]=2[N:6]=1.[Br:12][C:13]1[CH:19]=[CH:18][C:16]([NH2:17])=[C:15]([F:20])[CH:14]=1.Cl. Product: [Br:12][C:13]1[CH:19]=[CH:18][C:16]([NH:17][C:2]2[S:3][C:4]3[CH:10]=[CH:9][CH:8]=[C:7]([CH3:11])[C:5]=3[N:6]=2)=[C:15]([F:20])[CH:14]=1. The catalyst class is: 114.